Dataset: Catalyst prediction with 721,799 reactions and 888 catalyst types from USPTO. Task: Predict which catalyst facilitates the given reaction. (1) Reactant: [NH2:1][C:2]1[N:7]=[CH:6][C:5]([CH2:8][NH:9][C:10]2[C:19]3[C:18]([CH3:20])=[N:17][CH:16]=[N:15][C:14]=3[N:13]([O:21][CH2:22][C:23]3[CH:28]=[CH:27][CH:26]=[CH:25][CH:24]=3)[C:12](=[O:29])[CH:11]=2)=[CH:4][CH:3]=1.C(N(CC)CC)C.C(Cl)Cl.[CH3:40][S:41](Cl)(=[O:43])=[O:42]. Product: [CH2:22]([O:21][N:13]1[C:14]2[N:15]=[CH:16][N:17]=[C:18]([CH3:20])[C:19]=2[C:10]([NH:9][CH2:8][C:5]2[CH:4]=[CH:3][C:2]([N:1]([S:41]([CH3:40])(=[O:43])=[O:42])[S:41]([CH3:40])(=[O:43])=[O:42])=[N:7][CH:6]=2)=[CH:11][C:12]1=[O:29])[C:23]1[CH:24]=[CH:25][CH:26]=[CH:27][CH:28]=1. The catalyst class is: 408. (2) Reactant: F[C:2]1[CH:3]=[CH:4][C:5]([CH:8]=[O:9])=[N:6][CH:7]=1.[CH3:10][O-:11].[Na+]. Product: [CH3:10][O:11][C:2]1[CH:3]=[CH:4][C:5]([CH:8]=[O:9])=[N:6][CH:7]=1. The catalyst class is: 5. (3) Reactant: [CH3:1][C:2]([C:6]1[CH:11]=[CH:10][C:9]([CH2:12][C:13]2[C:22]3[C:17](=[CH:18][CH:19]=[C:20](B4OC(C)(C)C(C)(C)O4)[CH:21]=3)[N:16]=[CH:15][C:14]=2[N+:32]([O-:34])=[O:33])=[CH:8][CH:7]=1)([CH3:5])[C:3]#[N:4].[O:35]([C:42]1[CH:47]=[CH:46][C:45](Br)=[CH:44][N:43]=1)[C:36]1[CH:41]=[CH:40][CH:39]=[CH:38][CH:37]=1.C([O-])([O-])=O.[K+].[K+].C1(C)C=CC=CC=1. Product: [N+:32]([C:14]1[CH:15]=[N:16][C:17]2[C:22]([C:13]=1[CH2:12][C:9]1[CH:10]=[CH:11][C:6]([C:2]([CH3:1])([CH3:5])[C:3]#[N:4])=[CH:7][CH:8]=1)=[CH:21][C:20]([C:45]1[CH:44]=[N:43][C:42]([O:35][C:36]3[CH:41]=[CH:40][CH:39]=[CH:38][CH:37]=3)=[CH:47][CH:46]=1)=[CH:19][CH:18]=2)([O-:34])=[O:33]. The catalyst class is: 263. (4) Product: [C:22]([O:1][CH2:2][CH2:3][N:4]([CH3:21])[C:5](=[O:20])[C@H:6]([O:8][C:9]1[CH:18]=[CH:17][CH:16]=[C:15]2[C:10]=1[C:11](=[O:19])[NH:12][CH:13]=[N:14]2)[CH3:7])(=[O:24])[CH3:23]. The catalyst class is: 17. Reactant: [OH:1][CH2:2][CH2:3][N:4]([CH3:21])[C:5](=[O:20])[C@H:6]([O:8][C:9]1[CH:18]=[CH:17][CH:16]=[C:15]2[C:10]=1[C:11](=[O:19])[NH:12][CH:13]=[N:14]2)[CH3:7].[C:22](OC(=O)C)(=[O:24])[CH3:23]. (5) Reactant: [NH2:1][C:2]1[CH:7]=[CH:6][C:5]([NH:8][C:9](=[O:11])[CH3:10])=[C:4]([O:12][CH2:13][C:14]2[CH:19]=[CH:18][CH:17]=[CH:16][CH:15]=2)[CH:3]=1.C([O-])(O)=O.[Na+].[N:25]1[C:32]([Cl:33])=[N:31][C:29](Cl)=[N:28][C:26]=1[Cl:27]. Product: [CH2:13]([O:12][C:4]1[CH:3]=[C:2]([NH:1][C:29]2[N:31]=[C:32]([Cl:33])[N:25]=[C:26]([Cl:27])[N:28]=2)[CH:7]=[CH:6][C:5]=1[NH:8][C:9](=[O:11])[CH3:10])[C:14]1[CH:19]=[CH:18][CH:17]=[CH:16][CH:15]=1. The catalyst class is: 1.